This data is from Catalyst prediction with 721,799 reactions and 888 catalyst types from USPTO. The task is: Predict which catalyst facilitates the given reaction. Reactant: [CH3:1][N:2]([CH3:17])[S:3]([C:6]1[C:11]([Cl:12])=[CH:10][CH:9]=[C:8]([N+:13]([O-:15])=[O:14])[C:7]=1Cl)(=[O:5])=[O:4].[H-].[Na+].[OH2:20]. Product: [CH3:1][N:2]([CH3:17])[S:3]([C:6]1[C:11]([Cl:12])=[CH:10][CH:9]=[C:8]([N+:13]([O-:15])=[O:14])[C:7]=1[OH:20])(=[O:5])=[O:4]. The catalyst class is: 13.